From a dataset of Forward reaction prediction with 1.9M reactions from USPTO patents (1976-2016). Predict the product of the given reaction. Given the reactants Br([O-])(=O)=O.[Na+].[OH:6][CH:7]1[CH2:12][CH2:11][CH2:10][CH:9]([C:13]([O:15][CH3:16])=[O:14])[CH2:8]1.C(O)(C)C, predict the reaction product. The product is: [O:6]=[C:7]1[CH2:12][CH2:11][CH2:10][CH:9]([C:13]([O:15][CH3:16])=[O:14])[CH2:8]1.